Dataset: Forward reaction prediction with 1.9M reactions from USPTO patents (1976-2016). Task: Predict the product of the given reaction. (1) Given the reactants [NH2:1][C:2]1[CH:3]=[N:4][C:5]2[C:10]([C:11]=1[CH2:12][C:13]1[CH:18]=[CH:17][C:16]([C:19]([CH3:23])([CH3:22])[C:20]#[N:21])=[CH:15][CH:14]=1)=[CH:9][C:8]([Br:24])=[CH:7][CH:6]=2.[CH3:25][C:26]([O-:28])=O.[K+].C(OC(=O)C)(=O)C.C(O[N:43]=O)CC(C)C, predict the reaction product. The product is: [C:26]([N:1]1[C:2]2[CH:3]=[N:4][C:5]3[CH:6]=[CH:7][C:8]([Br:24])=[CH:9][C:10]=3[C:11]=2[C:12]([C:13]2[CH:14]=[CH:15][C:16]([C:19]([CH3:22])([CH3:23])[C:20]#[N:21])=[CH:17][CH:18]=2)=[N:43]1)(=[O:28])[CH3:25]. (2) Given the reactants Br[C:2]1[CH:3]=[C:4]([C:8]([N:10]=[S:11]([C:14]2[CH:15]=[C:16]([CH:21]=[CH:22][CH:23]=2)[C:17]([O:19][CH3:20])=[O:18])([CH3:13])=[O:12])=[O:9])[CH:5]=[N:6][CH:7]=1.[C:24]([C:26]1[CH:27]=[C:28]([NH:32][C:33]([C:35]2[N:39]([CH3:40])[N:38]=[C:37]([CH3:41])[CH:36]=2)=[O:34])[CH:29]=[CH:30][CH:31]=1)#[CH:25], predict the reaction product. The product is: [CH3:40][N:39]1[C:35]([C:33]([NH:32][C:28]2[CH:27]=[C:26]([C:24]#[C:25][C:2]3[CH:3]=[C:4]([C:8]([N:10]=[S:11]([C:14]4[CH:15]=[C:16]([CH:21]=[CH:22][CH:23]=4)[C:17]([O:19][CH3:20])=[O:18])([CH3:13])=[O:12])=[O:9])[CH:5]=[N:6][CH:7]=3)[CH:31]=[CH:30][CH:29]=2)=[O:34])=[CH:36][C:37]([CH3:41])=[N:38]1. (3) The product is: [C:22]([O:26][C:27]([N:29]1[CH2:33][CH2:32][C@H:31]([N:15]([C:10]2[CH:11]=[CH:12][C:13]([Cl:14])=[C:8]([Cl:7])[CH:9]=2)[C:16]2[CH:21]=[CH:20][CH:19]=[CH:18][CH:17]=2)[CH2:30]1)=[O:28])([CH3:25])([CH3:23])[CH3:24]. Given the reactants [H-].[Na+].CS(C)=O.[Cl:7][C:8]1[CH:9]=[C:10]([NH:15][C:16]2[CH:21]=[CH:20][CH:19]=[CH:18][CH:17]=2)[CH:11]=[CH:12][C:13]=1[Cl:14].[C:22]([O:26][C:27]([N:29]1[CH2:33][CH2:32][C@@H:31](OS(C)(=O)=O)[CH2:30]1)=[O:28])([CH3:25])([CH3:24])[CH3:23], predict the reaction product. (4) Given the reactants C[O:2][C:3]([C:5]1[O:9][C:8]([C:10]2[CH:15]=[CH:14][C:13]([C:16]#[N:17])=[CH:12][CH:11]=2)=[N:7][C:6]=1[CH3:18])=[O:4].[OH-].[Na+].Cl, predict the reaction product. The product is: [C:16]([C:13]1[CH:12]=[CH:11][C:10]([C:8]2[O:9][C:5]([C:3]([OH:4])=[O:2])=[C:6]([CH3:18])[N:7]=2)=[CH:15][CH:14]=1)#[N:17]. (5) The product is: [CH3:1][N:2]1[C:8]2[CH:9]=[C:10]([NH2:13])[CH:11]=[CH:12][C:7]=2[O:6][CH2:5][CH2:4][CH2:3]1. Given the reactants [CH3:1][N:2]1[C:8]2[CH:9]=[C:10]([N+:13]([O-])=O)[CH:11]=[CH:12][C:7]=2[O:6][CH2:5][CH2:4][CH2:3]1, predict the reaction product. (6) Given the reactants F[C:2]1[CH:7]=[CH:6][C:5]([NH:8][C:9]([NH:11][C:12]2[CH:17]=[CH:16][C:15]([O:18][C:19]3[CH:24]=[CH:23][CH:22]=[CH:21][CH:20]=3)=[CH:14][CH:13]=2)=[O:10])=[CH:4][C:3]=1[N+:25]([O-:27])=[O:26].[CH2:28]([N:30]1[CH2:34][CH2:33][CH2:32][CH:31]1[CH2:35][NH2:36])[CH3:29], predict the reaction product. The product is: [CH2:28]([N:30]1[CH2:34][CH2:33][CH2:32][CH:31]1[CH2:35][NH:36][C:2]1[CH:7]=[CH:6][C:5]([NH:8][C:9]([NH:11][C:12]2[CH:17]=[CH:16][C:15]([O:18][C:19]3[CH:24]=[CH:23][CH:22]=[CH:21][CH:20]=3)=[CH:14][CH:13]=2)=[O:10])=[CH:4][C:3]=1[N+:25]([O-:27])=[O:26])[CH3:29]. (7) Given the reactants Cl.[N:2]1[CH:7]=[CH:6][CH:5]=[CH:4][C:3]=1[N:8]([CH2:33][CH2:34][C:35]([O:37][CH2:38][CH3:39])=[O:36])[C:9]([C:11]1[CH:32]=[CH:31][C:14]2[N:15]([CH3:30])[C:16]([CH2:18][N:19]([C:21]3[CH:26]=[CH:25][C:24]([C:27](=[NH:29])[NH2:28])=[CH:23][CH:22]=3)[CH3:20])=[N:17][C:13]=2[CH:12]=1)=[O:10].[C:40](Cl)(=[O:47])[C:41]1[CH:46]=[CH:45][CH:44]=[CH:43][CH:42]=1, predict the reaction product. The product is: [N:2]1[CH:7]=[CH:6][CH:5]=[CH:4][C:3]=1[N:8]([CH2:33][CH2:34][C:35]([O:37][CH2:38][CH3:39])=[O:36])[C:9]([C:11]1[CH:32]=[CH:31][C:14]2[N:15]([CH3:30])[C:16]([CH2:18][N:19]([C:21]3[CH:26]=[CH:25][C:24]([C:27](=[NH:28])[NH:29][C:40](=[O:47])[C:41]4[CH:46]=[CH:45][CH:44]=[CH:43][CH:42]=4)=[CH:23][CH:22]=3)[CH3:20])=[N:17][C:13]=2[CH:12]=1)=[O:10].